Dataset: Catalyst prediction with 721,799 reactions and 888 catalyst types from USPTO. Task: Predict which catalyst facilitates the given reaction. (1) Reactant: NC1C=C(NC2C3C(=C(C4C=CC=C(OCC5C=CC=CC=5)C=4)C=CC=3)C=CN=2)C=CC=1.C(OC(=O)C)(=O)C.C([O:47][C:48]1[CH:49]=[C:50]([C:54]2[CH:63]=[CH:62][CH:61]=[C:60]3[C:55]=2[CH:56]=[CH:57][N:58]=[C:59]3[NH:64][C:65]2[CH:66]=[C:67]([NH:71][C:72](=[O:74])[CH3:73])[CH:68]=[CH:69][CH:70]=2)[CH:51]=[CH:52][CH:53]=1)C1C=CC=CC=1.B(Br)(Br)Br. Product: [OH:47][C:48]1[CH:49]=[C:50]([C:54]2[CH:63]=[CH:62][CH:61]=[C:60]3[C:55]=2[CH:56]=[CH:57][N:58]=[C:59]3[NH:64][C:65]2[CH:66]=[C:67]([NH:71][C:72](=[O:74])[CH3:73])[CH:68]=[CH:69][CH:70]=2)[CH:51]=[CH:52][CH:53]=1. The catalyst class is: 1. (2) Reactant: [Si]([O:8][CH:9]1[CH2:13][CH2:12][N:11]([C:14]2[CH:15]=[C:16]([C:20]3[C:24]([C:25]4[N:26]=[C:27]([NH:30][C:31]5[N:36]=[C:35]([CH3:37])[CH:34]=[CH:33][N:32]=5)[S:28][CH:29]=4)=[CH:23][N:22](CC4C=CC(OC)=CC=4)[N:21]=3)[CH:17]=[CH:18][CH:19]=2)[CH2:10]1)(C(C)(C)C)(C)C. Product: [CH3:37][C:35]1[CH:34]=[CH:33][N:32]=[C:31]([NH:30][C:27]2[S:28][CH:29]=[C:25]([C:24]3[C:20]([C:16]4[CH:15]=[C:14]([N:11]5[CH2:12][CH2:13][CH:9]([OH:8])[CH2:10]5)[CH:19]=[CH:18][CH:17]=4)=[N:21][NH:22][CH:23]=3)[N:26]=2)[N:36]=1. The catalyst class is: 67. (3) Reactant: [Cl:1][C:2]1[CH:3]=[C:4]2[C:9](=[CH:10][C:11]=1[C:12]([N:14]1[CH2:18][CH2:17][CH2:16][CH2:15]1)=[O:13])[N:8]=[CH:7][N:6]=[C:5]2[NH:19][CH:20]([C:26]1[N:30](C(OC(C)(C)C)=O)[C:29]2[CH:38]=[CH:39][C:40]([Cl:42])=[CH:41][C:28]=2[N:27]=1)[CH2:21][CH2:22][C:23]([OH:25])=O.[CH:43]1([NH:46][CH3:47])[CH2:45][CH2:44]1.CN(C(ON1N=NC2C=CC=CC1=2)=[N+](C)C)C.[B-](F)(F)(F)F.FC(F)(F)C(O)=O. Product: [Cl:1][C:2]1[CH:3]=[C:4]2[C:9](=[CH:10][C:11]=1[C:12]([N:14]1[CH2:18][CH2:17][CH2:16][CH2:15]1)=[O:13])[N:8]=[CH:7][N:6]=[C:5]2[NH:19][CH:20]([C:26]1[NH:30][C:29]2[CH:38]=[CH:39][C:40]([Cl:42])=[CH:41][C:28]=2[N:27]=1)[CH2:21][CH2:22][C:23]([N:46]([CH:43]1[CH2:45][CH2:44]1)[CH3:47])=[O:25]. The catalyst class is: 783. (4) Reactant: [Cl:1][C:2]1[CH:27]=[CH:26][C:5]([O:6][C:7]2[C:16]([C:17]3[C:18]([O:23][CH3:24])=[N:19][CH:20]=[CH:21][CH:22]=3)=[CH:15][C:10]([C:11]([O:13]C)=[O:12])=[C:9]([F:25])[CH:8]=2)=[CH:4][CH:3]=1.[OH-].[Li+]. Product: [Cl:1][C:2]1[CH:27]=[CH:26][C:5]([O:6][C:7]2[C:16]([C:17]3[C:18]([O:23][CH3:24])=[N:19][CH:20]=[CH:21][CH:22]=3)=[CH:15][C:10]([C:11]([OH:13])=[O:12])=[C:9]([F:25])[CH:8]=2)=[CH:4][CH:3]=1. The catalyst class is: 1. (5) Reactant: [OH:1][C:2]1[CH:11]=[C:10]2[C:5]([CH2:6][CH2:7][CH:8]([NH:12][C:13](=[O:19])[O:14][C:15]([CH3:18])([CH3:17])[CH3:16])[CH2:9]2)=[CH:4][CH:3]=1.C(N(CC)CC)C.[F:27][C:28]([F:41])([F:40])[S:29](O[S:29]([C:28]([F:41])([F:40])[F:27])(=[O:31])=[O:30])(=[O:31])=[O:30]. Product: [F:27][C:28]([F:41])([F:40])[S:29]([O:1][C:2]1[CH:3]=[CH:4][C:5]2[CH2:6][CH2:7][CH:8]([NH:12][C:13]([O:14][C:15]([CH3:16])([CH3:18])[CH3:17])=[O:19])[CH2:9][C:10]=2[CH:11]=1)(=[O:31])=[O:30]. The catalyst class is: 2.